From a dataset of Forward reaction prediction with 1.9M reactions from USPTO patents (1976-2016). Predict the product of the given reaction. (1) Given the reactants [S:1]([NH2:11])(=[O:10])([C:3]1[CH:8]=[CH:7][C:6]([NH2:9])=[CH:5][CH:4]=1)=[O:2].Cl[C:13]1[CH:18]=[C:17]([O:19][C:20]2[C:21]([C:28]3[CH:33]=[CH:32][CH:31]=[CH:30][N:29]=3)=[N:22][C:23]([CH2:26][CH3:27])=[CH:24][CH:25]=2)[CH:16]=[CH:15][N:14]=1.C([O-])([O-])=O.[Cs+].[Cs+].CC1(C)C2C(=C(P(C3C=CC=CC=3)C3C=CC=CC=3)C=CC=2)OC2C(P(C3C=CC=CC=3)C3C=CC=CC=3)=CC=CC1=2, predict the reaction product. The product is: [CH2:26]([C:23]1[N:22]=[C:21]([C:28]2[CH:33]=[CH:32][CH:31]=[CH:30][N:29]=2)[C:20]([O:19][C:17]2[CH:16]=[CH:15][N:14]=[C:13]([NH:9][C:6]3[CH:5]=[CH:4][C:3]([S:1]([NH2:11])(=[O:10])=[O:2])=[CH:8][CH:7]=3)[CH:18]=2)=[CH:25][CH:24]=1)[CH3:27]. (2) Given the reactants [CH2:1]([O:3][C:4]([C:6]1[C:10]([C:11]([O:13][CH2:14][CH3:15])=[O:12])=[C:9]([NH2:16])[S:8][C:7]=1[NH2:17])=[O:5])[CH3:2].[CH:18]([C:20]1[S:24][C:23]([C:25]2[S:26][CH:27]=[CH:28][CH:29]=2)=[CH:22][CH:21]=1)=O.C(O)(C(F)(F)F)=O, predict the reaction product. The product is: [CH2:1]([O:3][C:4]([C:6]1[C:10]([C:11]([O:13][CH2:14][CH3:15])=[O:12])=[C:9]([N:16]=[CH:18][C:20]2[S:24][C:23]([C:25]3[S:26][CH:27]=[CH:28][CH:29]=3)=[CH:22][CH:21]=2)[S:8][C:7]=1[NH2:17])=[O:5])[CH3:2]. (3) Given the reactants Cl[C:2]1[NH:11][C:10]2[C:9](=[O:12])[N:7]([CH3:8])[C:6](=[O:13])[N:5]([CH3:14])[C:4]=2[N:3]=1.[N:15]1([C:21]([O:23][C:24]([CH3:27])([CH3:26])[CH3:25])=[O:22])[CH2:20][CH2:19][NH:18][CH2:17][CH2:16]1.O, predict the reaction product. The product is: [CH3:8][N:7]1[C:9](=[O:12])[C:10]2[NH:11][C:2]([N:18]3[CH2:17][CH2:16][N:15]([C:21]([O:23][C:24]([CH3:27])([CH3:26])[CH3:25])=[O:22])[CH2:20][CH2:19]3)=[N:3][C:4]=2[N:5]([CH3:14])[C:6]1=[O:13]. (4) Given the reactants [CH:1]([C@:4]1([C:17]([N:19]2[CH2:24][CH2:23][N:22]([C:25]3[CH:30]=[CH:29][CH:28]=[C:27]([C:31]([F:34])([F:33])[F:32])[N:26]=3)[CH2:21][CH2:20]2)=[O:18])[CH2:8][CH2:7][C@@H:6]([NH:9]C(=O)OC(C)(C)C)[CH2:5]1)([CH3:3])[CH3:2].[ClH:35], predict the reaction product. The product is: [ClH:35].[ClH:35].[CH:1]([C@:4]1([C:17]([N:19]2[CH2:24][CH2:23][N:22]([C:25]3[CH:30]=[CH:29][CH:28]=[C:27]([C:31]([F:34])([F:32])[F:33])[N:26]=3)[CH2:21][CH2:20]2)=[O:18])[CH2:8][CH2:7][C@@H:6]([NH2:9])[CH2:5]1)([CH3:3])[CH3:2]. (5) Given the reactants Br[C:2]1[CH:7]=[CH:6][C:5]([Br:8])=[CH:4][N:3]=1.[Si:9]([O:16][C@@H:17]1[CH2:21][NH:20][C:19](=[O:22])[CH2:18]1)([C:12]([CH3:15])([CH3:14])[CH3:13])([CH3:11])[CH3:10].CC1(C)C2C(=C(P(C3C=CC=CC=3)C3C=CC=CC=3)C=CC=2)OC2C(P(C3C=CC=CC=3)C3C=CC=CC=3)=CC=CC1=2.P([O-])([O-])([O-])=O.[K+].[K+].[K+], predict the reaction product. The product is: [Br:8][C:5]1[CH:6]=[CH:7][C:2]([N:20]2[CH2:21][C@@H:17]([O:16][Si:9]([C:12]([CH3:14])([CH3:13])[CH3:15])([CH3:10])[CH3:11])[CH2:18][C:19]2=[O:22])=[N:3][CH:4]=1.